This data is from Full USPTO retrosynthesis dataset with 1.9M reactions from patents (1976-2016). The task is: Predict the reactants needed to synthesize the given product. (1) Given the product [Br:1][C:2]1[CH:7]=[C:6]([N:12]2[CH2:17][CH2:16][CH2:15][CH2:14][CH2:13]2)[CH:5]=[CH:4][C:3]=1[N+:9]([O-:11])=[O:10], predict the reactants needed to synthesize it. The reactants are: [Br:1][C:2]1[CH:7]=[C:6](F)[CH:5]=[CH:4][C:3]=1[N+:9]([O-:11])=[O:10].[NH:12]1[CH2:17][CH2:16][CH2:15][CH2:14][CH2:13]1.C(=O)([O-])[O-].[K+].[K+]. (2) Given the product [C:1]([O:5][C:6](=[O:14])[CH:7]([C:12]#[N:13])[C:8]([C:9]1[S:21][C:18]([S:19][CH3:20])=[N:17][C:15]=1[NH2:16])=[O:11])([CH3:4])([CH3:3])[CH3:2], predict the reactants needed to synthesize it. The reactants are: [C:1]([O:5][C:6](=[O:14])[C:7]([C:12]#[N:13])=[C:8]([OH:11])[CH2:9]Cl)([CH3:4])([CH3:3])[CH3:2].[C:15]([N:17]=[C:18]([S-:21])[S:19][CH3:20])#[N:16].[K+]. (3) Given the product [C:15]([O:14][C:12](=[O:13])/[CH:11]=[CH:19]/[C:21]1[CH:22]=[C:23]([CH:28]=[CH:29][CH:30]=1)[C:24]([O:26][CH3:27])=[O:25])([CH3:16])([CH3:17])[CH3:18], predict the reactants needed to synthesize it. The reactants are: [H-].[Na+].C(OP([CH2:11][C:12]([O:14][C:15]([CH3:18])([CH3:17])[CH3:16])=[O:13])(OCC)=O)C.[CH:19]([C:21]1[CH:22]=[C:23]([CH:28]=[CH:29][CH:30]=1)[C:24]([O:26][CH3:27])=[O:25])=O.O. (4) Given the product [S:1]1[C:5]2[CH:6]=[CH:7][CH:8]=[CH:9][C:4]=2[N:3]=[C:2]1[C:10]1[C:14]([NH:15][C:19]([CH:16]2[CH2:18][CH2:17]2)=[O:20])=[CH:13][NH:12][N:11]=1, predict the reactants needed to synthesize it. The reactants are: [S:1]1[C:5]2[CH:6]=[CH:7][CH:8]=[CH:9][C:4]=2[N:3]=[C:2]1[C:10]1[C:14]([NH2:15])=[CH:13][NH:12][N:11]=1.[CH:16]1([C:19](Cl)=[O:20])[CH2:18][CH2:17]1.N1C2C=CC=CC=2N=C1C1C(NC(=O)C(C)C)=CNN=1. (5) The reactants are: [CH3:1][O:2][C:3]([C:5]1[S:6][C:7]([C:11]#[C:12][C:13]([CH3:16])([CH3:15])[CH3:14])=[CH:8][C:9]=1I)=[O:4].[CH3:17][N:18]([C:20]1[CH:25]=[CH:24][CH:23]=[CH:22][N:21]=1)[NH2:19].C([O-])([O-])=O.[K+].[K+]. Given the product [CH3:1][O:2][C:3]([C:5]1[S:6][C:7]([C:11]#[C:12][C:13]([CH3:16])([CH3:15])[CH3:14])=[CH:8][C:9]=1[NH:19][N:18]([CH3:17])[C:20]1[CH:25]=[CH:24][CH:23]=[CH:22][N:21]=1)=[O:4], predict the reactants needed to synthesize it.